This data is from Full USPTO retrosynthesis dataset with 1.9M reactions from patents (1976-2016). The task is: Predict the reactants needed to synthesize the given product. (1) The reactants are: [Cl:1][C:2]1[S:6][CH:5]=[C:4](C(O)=O)[CH:3]=1.C([N:12]([CH2:15]C)CC)C.C1(P(N=[N+]=[N-])(C2C=CC=CC=2)=[O:24])C=CC=CC=1.[C:34]([OH:38])([CH3:37])([CH3:36])[CH3:35]. Given the product [Cl:1][C:2]1[S:6][CH:5]=[C:4]([NH:12][C:15](=[O:24])[O:38][C:34]([CH3:37])([CH3:36])[CH3:35])[CH:3]=1, predict the reactants needed to synthesize it. (2) Given the product [C:1]1([C:19]2[CH:20]=[CH:21][CH:22]=[CH:23][CH:24]=2)[CH:6]=[CH:5][CH:4]=[C:3]([C:7]2[CH:12]=[N:11][CH:10]=[C:9]3[S:13][CH:14]=[CH:15][C:8]=23)[CH:2]=1, predict the reactants needed to synthesize it. The reactants are: [C:1]1([C:19]2[CH:24]=[CH:23][CH:22]=[CH:21][CH:20]=2)[CH:6]=[CH:5][CH:4]=[C:3]([C:7]2[CH:12]=[N:11][CH:10]=[C:9]3[S:13][C:14](C(O)=O)=[CH:15][C:8]=23)[CH:2]=1.C(N(CC)CC)C. (3) Given the product [CH:22]([C:19]1[CH:20]=[CH:21][C:16]([CH:5]2[N:4]([C:25]3[S:26][C:27]([S:30]([C:33]4[CH:34]=[CH:35][C:36]([N+:39]([O-:41])=[O:40])=[CH:37][CH:38]=4)(=[O:31])=[O:32])=[CH:28][N:29]=3)[C:3](=[O:42])[C:2]([O:1][CH3:44])=[C:6]2[C:7](=[O:15])[C:8]2[CH:9]=[CH:10][C:11]([CH3:14])=[CH:12][CH:13]=2)=[CH:17][CH:18]=1)([CH3:24])[CH3:23], predict the reactants needed to synthesize it. The reactants are: [OH:1][C:2]1[C:3](=[O:42])[N:4]([C:25]2[S:26][C:27]([S:30]([C:33]3[CH:38]=[CH:37][C:36]([N+:39]([O-:41])=[O:40])=[CH:35][CH:34]=3)(=[O:32])=[O:31])=[CH:28][N:29]=2)[CH:5]([C:16]2[CH:21]=[CH:20][C:19]([CH:22]([CH3:24])[CH3:23])=[CH:18][CH:17]=2)[C:6]=1[C:7](=[O:15])[C:8]1[CH:13]=[CH:12][C:11]([CH3:14])=[CH:10][CH:9]=1.I[CH3:44]. (4) Given the product [CH3:17][O:18][C:19]1[CH:24]=[C:23]([C:2]2[CH:3]=[N:4][CH:5]=[C:6]([NH:8][C@H:9]([C:11]3[CH:16]=[CH:15][CH:14]=[CH:13][CH:12]=3)[CH3:10])[N:7]=2)[CH:22]=[CH:21][C:20]=1[OH:34], predict the reactants needed to synthesize it. The reactants are: Cl[C:2]1[N:7]=[C:6]([NH:8][C@H:9]([C:11]2[CH:16]=[CH:15][CH:14]=[CH:13][CH:12]=2)[CH3:10])[CH:5]=[N:4][CH:3]=1.[CH3:17][O:18][C:19]1[CH:24]=[C:23](B2OC(C)(C)C(C)(C)O2)[CH:22]=[CH:21][C:20]=1[OH:34]. (5) Given the product [NH2:11][CH2:2][CH:3]([OH:9])[CH2:4][S:5]([O-:8])(=[O:7])=[O:6].[Na+:10], predict the reactants needed to synthesize it. The reactants are: Cl[CH2:2][CH:3]([OH:9])[CH2:4][S:5]([O-:8])(=[O:7])=[O:6].[Na+:10].[NH4+:11].